Dataset: Full USPTO retrosynthesis dataset with 1.9M reactions from patents (1976-2016). Task: Predict the reactants needed to synthesize the given product. (1) Given the product [CH:18]1[C:19]2[CH:20]([O:22][C:23](=[O:114])[N:24]([CH3:113])[C@@H:25]([CH:110]([CH3:111])[CH3:112])[C:26]([NH:28][C@@H:29]([CH3:109])[C:30]([NH:32][C:33]3[CH:34]=[CH:35][C:36]([C:39]4[CH2:40][C@@H:41]5[N:47]([CH:48]=4)[C:46](=[O:49])[C:45]4[CH:50]=[C:51]([O:98][CH3:99])[C:52]([O:54][CH2:55][CH2:56][CH2:57][O:58][C:59]6[C:95]([O:96][CH3:97])=[CH:94][C:62]7[C:63](=[O:93])[N:64]8[CH:79]=[C:78]([C:80]9[CH:81]=[CH:82][C:83]([N:86]%10[CH2:87][CH2:88][N:89]([CH3:92])[CH2:90][CH2:91]%10)=[CH:84][CH:85]=9)[CH2:77][C@H:65]8[CH:66]=[N:67][C:61]=7[CH:60]=6)=[CH:53][C:44]=4[N:43]=[CH:42]5)=[CH:37][CH:38]=3)=[O:31])=[O:27])[C:21]3[C:13](=[CH:12][CH:11]=[CH:10][CH:9]=3)[C:14]=2[CH:15]=[CH:16][CH:17]=1, predict the reactants needed to synthesize it. The reactants are: [Li+].[B-](CC)(CC)CC.[CH:9]1[C:21]2[CH:20]([O:22][C:23](=[O:114])[N:24]([CH3:113])[C@@H:25]([CH:110]([CH3:112])[CH3:111])[C:26]([NH:28][C@@H:29]([CH3:109])[C:30]([NH:32][C:33]3[CH:38]=[CH:37][C:36]([C:39]4[CH2:40][C@@H:41]5[N:47]([CH:48]=4)[C:46](=[O:49])[C:45]4[CH:50]=[C:51]([O:98][CH3:99])[C:52]([O:54][CH2:55][CH2:56][CH2:57][O:58][C:59]6[C:95]([O:96][CH3:97])=[CH:94][C:62]7[C:63](=[O:93])[N:64]8[CH:79]=[C:78]([C:80]9[CH:85]=[CH:84][C:83]([N:86]%10[CH2:91][CH2:90][N:89]([CH3:92])[CH2:88][CH2:87]%10)=[CH:82][CH:81]=9)[CH2:77][C@H:65]8[C:66](=O)[N:67](COCC[Si](C)(C)C)[C:61]=7[CH:60]=6)=[CH:53][C:44]=4[N:43](COCC[Si](C)(C)C)[C:42]5=O)=[CH:35][CH:34]=3)=[O:31])=[O:27])[C:19]3[C:14](=[CH:15][CH:16]=[CH:17][CH:18]=3)[C:13]=2[CH:12]=[CH:11][CH:10]=1. (2) Given the product [C:9]1([C:15]2[N:20]=[C:19]([C:21](=[N:7][OH:8])[NH2:22])[CH:18]=[C:17]([C:23]([F:25])([F:26])[F:24])[N:16]=2)[CH:10]=[CH:11][CH:12]=[CH:13][CH:14]=1, predict the reactants needed to synthesize it. The reactants are: C(=O)([O-])O.[Na+].Cl.[NH2:7][OH:8].[C:9]1([C:15]2[N:20]=[C:19]([C:21]#[N:22])[CH:18]=[C:17]([C:23]([F:26])([F:25])[F:24])[N:16]=2)[CH:14]=[CH:13][CH:12]=[CH:11][CH:10]=1. (3) Given the product [C:1]([C:5]1[C:6]([OH:15])=[C:7]([C:11]([CH3:14])=[C:12]([I:16])[CH:13]=1)[C:8]([OH:10])=[O:9])([CH3:4])([CH3:3])[CH3:2], predict the reactants needed to synthesize it. The reactants are: [C:1]([C:5]1[C:6]([OH:15])=[C:7]([C:11]([CH3:14])=[CH:12][CH:13]=1)[C:8]([OH:10])=[O:9])([CH3:4])([CH3:3])[CH3:2].[I:16]Cl. (4) Given the product [Br:1][C:2]1[N:3]=[C:4]([C:7]2[N:12]([CH:14]3[CH2:20][CH2:19]3)[CH:11]=[N:10][N:9]=2)[S:5][CH:6]=1, predict the reactants needed to synthesize it. The reactants are: [Br:1][C:2]1[N:3]=[C:4]([C:7]([NH:9][NH2:10])=O)[S:5][CH:6]=1.[CH3:11][N:12]([CH:14](OC)OC)C.[CH:19]1(N)C[CH2:20]1.CC(O)=O. (5) Given the product [Cl:36][C:31]1[CH:32]=[CH:33][CH:34]=[CH:35][C:30]=1[CH:28]([O:27][C:25]([NH:24][C:19]1[C:20]([CH3:23])=[N:21][O:22][C:18]=1[C:15]1[CH:16]=[CH:17][C:12]([CH2:11][N:9]2[CH:10]=[C:6]([C:4]([OH:5])=[O:3])[CH:7]=[N:8]2)=[CH:13][CH:14]=1)=[O:26])[CH3:29], predict the reactants needed to synthesize it. The reactants are: C([O:3][C:4]([C:6]1[CH:7]=[N:8][N:9]([CH2:11][C:12]2[CH:17]=[CH:16][C:15]([C:18]3[O:22][N:21]=[C:20]([CH3:23])[C:19]=3[NH:24][C:25]([O:27][CH:28]([C:30]3[CH:35]=[CH:34][CH:33]=[CH:32][C:31]=3[Cl:36])[CH3:29])=[O:26])=[CH:14][CH:13]=2)[CH:10]=1)=[O:5])C.[OH-].[Li+].C1COCC1. (6) Given the product [C:1]([C:8]1[CH:16]=[C:15]([NH:17][NH2:18])[CH:14]=[CH:13][C:9]=1[C:10]([N:52]([C:37](=[O:51])[CH2:38][CH2:39][CH2:40][CH2:41][C@H:42]1[C@@H:50]2[C@@H:45]([NH:46][C:47]([NH:49]2)=[O:48])[CH2:44][S:43]1)[NH2:53])=[O:12])([O:3][C:4]([CH3:5])([CH3:6])[CH3:7])=[O:2], predict the reactants needed to synthesize it. The reactants are: [C:1]([C:8]1[CH:16]=[C:15]([NH:17][NH2:18])[CH:14]=[CH:13][C:9]=1[C:10]([OH:12])=O)([O:3][C:4]([CH3:7])([CH3:6])[CH3:5])=[O:2].[Cl-].COC1N=C(OC)N=C([N+]2(C)CCOCC2)N=1.[C:37]([NH:52][NH2:53])(=[O:51])[CH2:38][CH2:39][CH2:40][CH2:41][C@H:42]1[C@@H:50]2[C@@H:45]([NH:46][C:47]([NH:49]2)=[O:48])[CH2:44][S:43]1. (7) Given the product [CH3:1][N:2]([CH3:26])[C:3]1[C:8]([C:9]#[N:10])=[C:7]([C:11]2[CH:16]=[CH:15][CH:14]=[CH:13][CH:12]=2)[C:6]([C:17]#[N:18])=[C:5]([SH:19])[N:4]=1, predict the reactants needed to synthesize it. The reactants are: [CH3:1][N:2]([CH3:26])[C:3]1[C:8]([C:9]#[N:10])=[C:7]([C:11]2[CH:16]=[CH:15][CH:14]=[CH:13][CH:12]=2)[C:6]([C:17]#[N:18])=[C:5]([S:19]C2C=CC=CC=2)[N:4]=1.[S-2].[Na+].[Na+].Cl.